This data is from Full USPTO retrosynthesis dataset with 1.9M reactions from patents (1976-2016). The task is: Predict the reactants needed to synthesize the given product. (1) The reactants are: [CH2:1]([O:3][C:4](=[O:38])[C@@H:5]([NH:15][C:16]([C:18]1[CH:37]=[CH:36][C:21]2[N:22]([CH:30]3[CH2:35][CH2:34][CH2:33][CH2:32][CH2:31]3)[C:23]([C:25]3[CH:29]=[CH:28][O:27][CH:26]=3)=[N:24][C:20]=2[CH:19]=1)=[O:17])[CH2:6][C:7]1[CH:12]=[CH:11][C:10]([C:13]#[N:14])=[CH:9][CH:8]=1)[CH3:2].C([Sn]([N:52]=[N+:53]=[N-:54])(CCCC)CCCC)CCC.C(O)(C(F)(F)F)=O. Given the product [CH2:1]([O:3][C:4](=[O:38])[C@@H:5]([NH:15][C:16]([C:18]1[CH:37]=[CH:36][C:21]2[N:22]([CH:30]3[CH2:35][CH2:34][CH2:33][CH2:32][CH2:31]3)[C:23]([C:25]3[CH:29]=[CH:28][O:27][CH:26]=3)=[N:24][C:20]=2[CH:19]=1)=[O:17])[CH2:6][C:7]1[CH:12]=[CH:11][C:10]([C:13]2[NH:54][N:53]=[N:52][N:14]=2)=[CH:9][CH:8]=1)[CH3:2], predict the reactants needed to synthesize it. (2) Given the product [Cl:34][C:25]1[CH:26]=[C:27]([C:30]([F:33])([F:32])[F:31])[CH:28]=[CH:29][C:24]=1[O:23][C:20]1[CH:21]=[CH:22][C:17]([N:15]2[CH2:16][NH:11][CH2:12][N:13]([C:37](=[O:46])[C:38]3[C:43]([F:44])=[CH:42][CH:41]=[CH:40][C:39]=3[F:45])[C:14]2=[O:36])=[C:18]([F:35])[CH:19]=1, predict the reactants needed to synthesize it. The reactants are: C(OC([N:11]1[CH2:16][N:15]([C:17]2[CH:22]=[CH:21][C:20]([O:23][C:24]3[CH:29]=[CH:28][C:27]([C:30]([F:33])([F:32])[F:31])=[CH:26][C:25]=3[Cl:34])=[CH:19][C:18]=2[F:35])[C:14](=[O:36])[N:13]([C:37](=[O:46])[C:38]2[C:43]([F:44])=[CH:42][CH:41]=[CH:40][C:39]=2[F:45])[CH2:12]1)=O)C1C=CC=CC=1. (3) The reactants are: C1(P(C2C=CC=CC=2)C2C=CC=CC=2)C=CC=CC=1.N(C(OC(C)C)=O)=NC(OC(C)C)=O.[C:34]1(=[O:44])[NH:38][C:37](=[O:39])[C:36]2=[CH:40][CH:41]=[CH:42][CH:43]=[C:35]12.[C:45]1([CH:51]2[CH:55](O)[CH2:54][CH2:53][CH2:52]2)[CH:50]=[CH:49][CH:48]=[CH:47][CH:46]=1. Given the product [C:45]1([C@H:51]2[CH2:55][CH2:54][CH2:53][C@H:52]2[N:38]2[C:34](=[O:44])[C:35]3[C:36](=[CH:40][CH:41]=[CH:42][CH:43]=3)[C:37]2=[O:39])[CH:50]=[CH:49][CH:48]=[CH:47][CH:46]=1, predict the reactants needed to synthesize it. (4) The reactants are: [Cl:1][C:2]1[CH:9]=[CH:8][C:5]([CH2:6][NH2:7])=[CH:4][CH:3]=1.II.[C:12]([CH2:15][C:16](=[O:18])[CH3:17])(=[O:14])[CH3:13].C(OO)(C)(C)C.O. Given the product [Cl:1][C:2]1[CH:9]=[CH:8][C:5]([C:6]2[O:14][C:12]([CH3:13])=[C:15]([C:16](=[O:18])[CH3:17])[N:7]=2)=[CH:4][CH:3]=1, predict the reactants needed to synthesize it. (5) Given the product [CH3:1][O:2][C:3]1[CH:4]=[C:5]2[C:10](=[CH:11][C:12]=1[O:13][CH3:14])[N:9]=[CH:8][CH:7]=[C:6]2[O:15][C:16]1[CH:17]=[CH:18][C:19]([O:22][CH2:32][CH2:31][CH2:30][O:39][C:40]2[CH:41]=[CH:42][C:43]([O:57][CH3:56])=[CH:44][CH:45]=2)=[CH:20][CH:21]=1, predict the reactants needed to synthesize it. The reactants are: [CH3:1][O:2][C:3]1[CH:4]=[C:5]2[C:10](=[CH:11][C:12]=1[O:13][CH3:14])[N:9]=[CH:8][CH:7]=[C:6]2[O:15][C:16]1[CH:21]=[CH:20][C:19]([OH:22])=[CH:18][CH:17]=1.[H-].[Na+].COC1C=C2C(=CC=1OC)N=[CH:32][CH:31]=[C:30]2[O:39][C:40]1[CH:45]=[CH:44][C:43](NC(NC2CCNCC2)=O)=[CH:42][CH:41]=1.[C:56](=O)([O-])[OH:57].[Na+]. (6) Given the product [Cl:26][C:22]1[C:23]([CH3:25])=[CH:24][C:19]([O:18][CH2:17][CH2:16][CH2:15][C:7]2[C:6]3[C:10](=[C:2]([C:38]4[C:37]([CH3:50])=[N:36][N:35]([CH3:34])[C:39]=4[CH3:40])[CH:3]=[CH:4][CH:5]=3)[NH:9][C:8]=2[C:11]([F:14])([F:13])[F:12])=[CH:20][C:21]=1[CH3:27], predict the reactants needed to synthesize it. The reactants are: Br[C:2]1[CH:3]=[CH:4][CH:5]=[C:6]2[C:10]=1[NH:9][C:8]([C:11]([F:14])([F:13])[F:12])=[C:7]2[CH2:15][CH2:16][CH2:17][O:18][C:19]1[CH:24]=[C:23]([CH3:25])[C:22]([Cl:26])=[C:21]([CH3:27])[CH:20]=1.C([O-])([O-])=O.[K+].[K+].[CH3:34][N:35]1[C:39]([CH3:40])=[C:38](B2OC(C)(C)C(C)(C)O2)[C:37]([CH3:50])=[N:36]1.O1CCOCC1. (7) Given the product [CH:2]([C@H:3]1[CH2:8][CH2:7][C@H:6]([C:9]2[CH:10]=[CH:11][C:12]([C:13]([O:15][CH2:16][CH3:17])=[O:14])=[CH:18][CH:19]=2)[CH2:5][CH2:4]1)=[O:1], predict the reactants needed to synthesize it. The reactants are: [O:1]1[C:3]2([CH2:8][CH2:7][CH:6]([C:9]3[CH:19]=[CH:18][C:12]([C:13]([O:15][CH2:16][CH3:17])=[O:14])=[CH:11][CH:10]=3)[CH2:5][CH2:4]2)[CH2:2]1.B(F)(F)F.CCOCC.O.